This data is from Reaction yield outcomes from USPTO patents with 853,638 reactions. The task is: Predict the reaction yield, written as a fraction of the theoretical maximum amount of product (1.0 means a 100% yield; for example, 0.34 means a 34% yield). (1) The reactants are [Br:1][CH2:2][C:3]1[O:7][N:6]=[C:5]([C:8]([C:16]2[CH:21]=[CH:20][CH:19]=[CH:18][CH:17]=2)([C:10]2[CH:15]=[CH:14][CH:13]=[CH:12][CH:11]=2)[OH:9])[CH:4]=1.[F:22][C:23]1[CH:24]=[C:25]([CH:35]=[CH:36][C:37]=1[CH3:38])[O:26][C@@H:27]1[CH:32]2[CH2:33][CH2:34][N:29]([CH2:30][CH2:31]2)[CH2:28]1. The catalyst is C(#N)C. The product is [Br-:1].[F:22][C:23]1[CH:24]=[C:25]([CH:35]=[CH:36][C:37]=1[CH3:38])[O:26][C@@H:27]1[CH:32]2[CH2:33][CH2:34][N+:29]([CH2:2][C:3]3[O:7][N:6]=[C:5]([C:8]([OH:9])([C:16]4[CH:21]=[CH:20][CH:19]=[CH:18][CH:17]=4)[C:10]4[CH:15]=[CH:14][CH:13]=[CH:12][CH:11]=4)[CH:4]=3)([CH2:30][CH2:31]2)[CH2:28]1. The yield is 0.880. (2) The reactants are [N:1]([CH2:4][CH:5]1[CH2:9][C:8]2[CH:10]=[C:11]([Cl:19])[CH:12]=[C:13]([C:14]3[CH:18]=[CH:17][S:16][CH:15]=3)[C:7]=2[O:6]1)=[N+]=[N-]. The catalyst is [Pt]. The product is [Cl:19][C:11]1[CH:12]=[C:13]([C:14]2[CH:18]=[CH:17][S:16][CH:15]=2)[C:7]2[O:6][CH:5]([CH2:4][NH2:1])[CH2:9][C:8]=2[CH:10]=1. The yield is 0.850. (3) The reactants are [C:1]1([S:7]([CH2:10][CH2:11][N:12]2[CH2:16][CH2:15][CH2:14][C@H:13]2[C:17]([O:19]CC2C=CC=CC=2)=[O:18])(=[O:9])=[O:8])[CH:6]=[CH:5][CH:4]=[CH:3][CH:2]=1. The catalyst is O.CO.[Pd]. The product is [C:1]1([S:7]([CH2:10][CH2:11][N:12]2[CH2:16][CH2:15][CH2:14][C@H:13]2[C:17]([OH:19])=[O:18])(=[O:9])=[O:8])[CH:2]=[CH:3][CH:4]=[CH:5][CH:6]=1. The yield is 0.950. (4) The reactants are [Cl:1][C:2]1[C:7]([C:8](O)=[O:9])=[CH:6][N:5]=[C:4]([Cl:11])[CH:3]=1.C(Cl)(=O)C(Cl)=O.C[N:19](C=O)C. The catalyst is C(Cl)Cl. The product is [Cl:1][C:2]1[C:7]([C:8]([NH2:19])=[O:9])=[CH:6][N:5]=[C:4]([Cl:11])[CH:3]=1. The yield is 0.710. (5) The reactants are [Cl-].O[NH3+:3].[C:4](=[O:7])([O-])[OH:5].[Na+].CS(C)=O.[CH3:13][C:14]1[N:47]=[C:17]2[N:18]([CH:41]3[CH2:45][CH:44]([CH3:46])[O:43][CH2:42]3)[C:19](=[O:40])[C:20]([CH2:25][C:26]3[CH:31]=[CH:30][C:29]([C:32]4[C:33]([C:38]#[N:39])=[CH:34][CH:35]=[CH:36][CH:37]=4)=[CH:28][CH:27]=3)=[C:21]([CH2:22][CH2:23][CH3:24])[N:16]2[N:15]=1. The catalyst is C(OCC)(=O)C. The product is [CH3:13][C:14]1[N:47]=[C:17]2[N:18]([CH:41]3[CH2:45][CH:44]([CH3:46])[O:43][CH2:42]3)[C:19](=[O:40])[C:20]([CH2:25][C:26]3[CH:27]=[CH:28][C:29]([C:32]4[CH:37]=[CH:36][CH:35]=[CH:34][C:33]=4[C:38]4[NH:3][C:4](=[O:7])[O:5][N:39]=4)=[CH:30][CH:31]=3)=[C:21]([CH2:22][CH2:23][CH3:24])[N:16]2[N:15]=1. The yield is 0.670. (6) The reactants are [OH:1][C:2]1[C:7](=[O:8])[CH:6]=[CH:5][N:4]([CH3:9])[C:3]=1[CH:10](O)[C:11]([F:14])([F:13])[F:12].[CH2:16]([NH2:19])[CH:17]=[CH2:18]. No catalyst specified. The product is [OH:1][C:2]1[C:7](=[O:8])[CH:6]=[CH:5][N:4]([CH3:9])[C:3]=1[CH:10]([NH:19][CH2:16][CH:17]=[CH2:18])[C:11]([F:14])([F:13])[F:12]. The yield is 0.420. (7) The catalyst is ClCCl. The yield is 0.110. The reactants are C([NH:5][S:6]([C:9]1[CH:14]=[CH:13][CH:12]=[C:11]([C:15]2[N:16]=[CH:17][N:18]([C:20]3[N:25]=[C:24]([CH3:26])[CH:23]=[C:22]([C:27]4[CH:32]=[CH:31][C:30]([Cl:33])=[CH:29][CH:28]=4)[N:21]=3)[CH:19]=2)[CH:10]=1)(=[O:8])=[O:7])(C)(C)C.C(O)(C(F)(F)F)=O. The product is [Cl:33][C:30]1[CH:29]=[CH:28][C:27]([C:22]2[CH:23]=[C:24]([CH3:26])[N:25]=[C:20]([N:18]3[CH:19]=[C:15]([C:11]4[CH:10]=[C:9]([S:6]([NH2:5])(=[O:7])=[O:8])[CH:14]=[CH:13][CH:12]=4)[N:16]=[CH:17]3)[N:21]=2)=[CH:32][CH:31]=1. (8) The reactants are [S:1]([O:8]S(C(F)(F)F)(=O)=O)([C:4]([F:7])([F:6])[F:5])(=[O:3])=[O:2].[Si:16]([O:23][CH2:24][C@H:25]1[N:29]([C:30](=[O:53])[C:31]2[CH:36]=[C:35]([O:37][CH3:38])[C:34]([O:39][Si:40]([CH:47]([CH3:49])[CH3:48])([CH:44]([CH3:46])[CH3:45])[CH:41]([CH3:43])[CH3:42])=[CH:33][C:32]=2[N+:50]([O-:52])=[O:51])[CH2:28][C:27](=O)[CH2:26]1)([C:19]([CH3:22])([CH3:21])[CH3:20])([CH3:18])[CH3:17].N1C(C)=CC=CC=1C.CC(C)=O.C(=O)=O. The catalyst is ClCCl.O.O.ClCCl. The product is [F:5][C:4]([F:7])([F:6])[S:1]([O:8][C:27]1[CH2:26][C@@H:25]([CH2:24][O:23][Si:16]([C:19]([CH3:21])([CH3:20])[CH3:22])([CH3:18])[CH3:17])[N:29]([C:30](=[O:53])[C:31]2[CH:36]=[C:35]([O:37][CH3:38])[C:34]([O:39][Si:40]([CH:41]([CH3:43])[CH3:42])([CH:44]([CH3:45])[CH3:46])[CH:47]([CH3:49])[CH3:48])=[CH:33][C:32]=2[N+:50]([O-:52])=[O:51])[CH:28]=1)(=[O:3])=[O:2]. The yield is 0.960.